The task is: Predict the reactants needed to synthesize the given product.. This data is from Full USPTO retrosynthesis dataset with 1.9M reactions from patents (1976-2016). (1) Given the product [CH3:1][C:2]1[N:6]([CH2:7][C:8]2[C:16]3[O:15][C:14]([C:17]4[CH:22]=[CH:21][CH:20]=[CH:19][CH:18]=4)=[CH:13][C:12]=3[CH:11]=[C:10]([S:23]([CH3:26])(=[O:25])=[O:24])[CH:9]=2)[N:5]=[C:4]([C:27]([Cl:30])=[O:29])[CH:3]=1, predict the reactants needed to synthesize it. The reactants are: [CH3:1][C:2]1[N:6]([CH2:7][C:8]2[C:16]3[O:15][C:14]([C:17]4[CH:22]=[CH:21][CH:20]=[CH:19][CH:18]=4)=[CH:13][C:12]=3[CH:11]=[C:10]([S:23]([CH3:26])(=[O:25])=[O:24])[CH:9]=2)[N:5]=[C:4]([C:27]([OH:29])=O)[CH:3]=1.[Cl:30]CCl. (2) Given the product [C@H:14]12[CH2:19][C@H:17]([NH:16][CH2:15]1)[CH2:18][N:13]2[C:10]1[CH:11]=[CH:12][C:7]([C:5]2[N:39]3[N:38]=[C:37]([C:42]4[CH:43]=[CH:44][N:45]=[CH:46][CH:47]=4)[C:36]([C:33]4[CH:34]=[CH:35][C:30]([F:29])=[C:31]([O:48][CH3:49])[CH:32]=4)=[C:28]3[N:2]=[CH:3][CH:4]=2)=[C:8]([CH3:27])[CH:9]=1, predict the reactants needed to synthesize it. The reactants are: C[N:2]([CH3:28])/[CH:3]=[CH:4]/[C:5]([C:7]1[CH:12]=[CH:11][C:10]([N:13]2[CH2:18][C@@H:17]3[CH2:19][C@H:14]2[CH2:15][N:16]3C(OC(C)(C)C)=O)=[CH:9][C:8]=1[CH3:27])=O.[F:29][C:30]1[CH:35]=[CH:34][C:33]([C:36]2[C:37]([C:42]3[CH:47]=[CH:46][N:45]=[CH:44][CH:43]=3)=[N:38][NH:39]C=2N)=[CH:32][C:31]=1[O:48][CH3:49].